From a dataset of Experimentally validated miRNA-target interactions with 360,000+ pairs, plus equal number of negative samples. Binary Classification. Given a miRNA mature sequence and a target amino acid sequence, predict their likelihood of interaction. (1) The miRNA is hsa-miR-4781-3p with sequence AAUGUUGGAAUCCUCGCUAGAG. The protein sequence of the target gene is MAEAVERTDELVREYLLFRGFTHTLRQLDAEIKADKEKGFRVDKIVDQLQQLMQVYDLAALRDYWSYLERRLFSRLEDIYRPTIHKLKTSLFRFYLVYTIQTNRNDKAQEFFAKQATELQNQAEWKDWFVLPFLPSPDTNPTFATYFSRQWADTFIVSLHNFLSVLFQCMPVPVILNFDAECQRTNQVQEENEVLRQKLFALQAEIHRLKKEEQQPEEEEALVQHKLPPYVSNMDRLGDSELAMVCSQRNASLSQSPRVGFLSSLLPQSKKSPSRLSPAQGPPQPQSSAKKESFGGQGTK.... Result: 1 (interaction). (2) The protein sequence of the target gene is MTAHLPQEISSRCSTTNIMEPHSRRQQDGEEKMPLQAEDIRPEIKDDLYDPSYQDEEGPPPKLEYVWRNIIFMALLHVGALYGITLVPSCKVYTWLLGVFYNVVAGLGITAGAHRLWSHRTYKARLPLRIFLIMANTMAFQNDVYEWARDHRAHHKFSETHADPHNSRRGFFFSHVGWLLVRKHPAVKEKGKNLDMSDLKAEKLVMFQRRYYKLAVTLMFIILPTLVPWYLWGETFQHSLCVSNFLRYAVLLNFTWLVNSAAHLYGYRPYDRGIGARENPFVSMASLGEGFHNYHHTFPY.... The miRNA is hsa-miR-3912-5p with sequence AUGUCCAUAUUAUGGGUUAGU. Result: 0 (no interaction). (3) The miRNA is hsa-miR-7855-5p with sequence UUGGUGAGGACCCCAAGCUCGG. The protein sequence of the target gene is MKRRNADCSKLRRPLKRNRITEGIYGSTFLYLKFLVVWALVLLADFVLEFRFEYLWPFWLFIRSVYDSFRYQGLAFSVFFVCVAFTSNIICLLFIPIQWLFFAASTYVWVQYVWHTERGVCLPTVSLWILFVYIEAAIRFKDLKNFHVDLCRPFAAHCIGYPVVTLGFGFKSYVSYKMRLRKQKEVQKENEFYMQLLQQALPPEQQMLQKQEKEAEEAAKGLPDMDSSILIHHNGGIPANKKLSTTLPEIEYREKGKEKDKDAKKHNLGINNNNILQPVDSKIQEIEYMENHINSKRLNN.... Result: 0 (no interaction). (4) The miRNA is mmu-miR-324-3p with sequence CCACUGCCCCAGGUGCUGCU. The protein sequence of the target gene is MAEVHRRQHAPVKGEAPAKSSTHRDEEELGMAPAETLTVFLKLLAAGFYGVSSFLIVVVNKSVLTNYRFPSSLCVGLGQMVATVAVLWVGKTLRVVKFPDFDRNVPRKTFPLPLLYFGNQITGLFSTKKLNLPMFTVLRRFSILFTMFAEGALLKKTFSWGIKMTVFAMIIGAFVAASSDLAFDLEGYVFILINDVLTAANGAYVKQKLDSKELGKYGLLYYNALFMILPTLAIAYFTGDAQKAMEFEGWADTLFLLQFTLSCVMGFILMYATVLCTQYNSALTTTIVGCIKNILITYIG.... Result: 1 (interaction). (5) The miRNA is hsa-miR-6815-5p with sequence UAGGUGGCGCCGGAGGAGUCAUU. The protein sequence of the target gene is MGIQPSPVLLASLGVGLLTLLGLALGTYLVRRSRRPQVTLQDPDEKYLLRLLDKTTVSHNTRRFRFALPTAHHILGLPVGKHVYLSARIDGSLVIRPYTPVTSDEDQGYVDLVIKVYLKGVHPKFPEGGKMSQYLDSLKIGDMVEFRGPSGLLSYAGKGNFNIQPNKKSPPELRVAKKLGMIAGGTGITPMLQLIRAILKVPEDPTQCFLLFANQTERDIILREDLEELQAQYPNRFKLWFTLDSPPEDWTYSKGFVTADMIQEHLPAPAEDVLLLLCGPPPMVQLACHPNLDKLGYSQK.... Result: 0 (no interaction). (6) The miRNA is mmu-miR-15a-5p with sequence UAGCAGCACAUAAUGGUUUGUG. The protein sequence of the target gene is MSAAAKSQVPEEAAPGCEEEPKGKTLLTWGSLFGHRSEKIVFTKGDGSPEESLLTVTITETTVIESDLGVWSSRALIYLTLWFFFSFCTLFLNKYILSLLEGEPSMLGAVQMLSTTLIGCVKIFVPCCLYQHKTRLSYPPNFIMTMLFVGLMRFATVVLGLVSLKNVAVSFAETVKSSAPIFTVIMSRMILGEYTGLLVNLSLIPVMGGLALCTATEISFNILGFSAALSTNIMDCLQNVFSKKLLSGDKYRFSAPELQFYTSAAAVALLIPAWTFFMDIPVIGRSGKSFSYSQDIVLLL.... Result: 1 (interaction). (7) The miRNA is hsa-miR-302f with sequence UAAUUGCUUCCAUGUUU. The protein sequence of the target gene is MAEFPSKVSTRTSSPAQGAEASVSALRPDLGFVRSRLGALMLLQLVLGLLVWALIADTPYHLYPAYGWVMFVAVFLWLVTIVLFNLYLFQLHMKLYMVPWPLVLMIFNISATVLYITAFIACSAAVDLTSLRGTRPYNQRAAASFFACLVMIAYGVSAFFSYQAWRGVGSNAATSQMAGGYA. Result: 1 (interaction).